Dataset: Full USPTO retrosynthesis dataset with 1.9M reactions from patents (1976-2016). Task: Predict the reactants needed to synthesize the given product. (1) Given the product [NH2:27][C:13]1[CH:12]=[C:11]([NH:10][C:8]([C:5]2[CH:4]=[CH:3][C:2]([Cl:1])=[CH:7][CH:6]=2)=[O:9])[CH:16]=[CH:15][C:14]=1[C:17]1[C:18]([C:23]([F:26])([F:24])[F:25])=[N:19][NH:20][C:21]=1[CH3:22], predict the reactants needed to synthesize it. The reactants are: [Cl:1][C:2]1[CH:7]=[CH:6][C:5]([C:8]([NH:10][C:11]2[CH:16]=[CH:15][C:14]([C:17]3[C:18]([C:23]([F:26])([F:25])[F:24])=[N:19][NH:20][C:21]=3[CH3:22])=[C:13]([N+:27]([O-])=O)[CH:12]=2)=[O:9])=[CH:4][CH:3]=1.Cl[Sn]Cl.Cl. (2) Given the product [CH3:18][O:19][C:7](=[O:9])[CH2:8][C:3]([CH3:11])([CH3:2])[CH2:4][C:5]([OH:10])=[O:6], predict the reactants needed to synthesize it. The reactants are: [Na].[CH3:2][C:3]1([CH3:11])[CH2:8][C:7](=[O:9])[O:6][C:5](=[O:10])[CH2:4]1.C(OCC)C.Cl.[CH3:18][OH:19]. (3) Given the product [OH:1][CH:2]1[CH2:3][N:4]([C:6]([C:8]2[CH:9]=[C:10]([C:21]([OH:23])=[O:22])[CH:11]=[C:12]([C:14]3[CH:15]=[CH:16][C:17]([CH3:20])=[CH:18][CH:19]=3)[CH:13]=2)=[O:7])[CH2:5]1, predict the reactants needed to synthesize it. The reactants are: [OH:1][CH:2]1[CH2:5][N:4]([C:6]([C:8]2[CH:9]=[C:10]([C:21]([O:23]CC)=[O:22])[CH:11]=[C:12]([C:14]3[CH:19]=[CH:18][C:17]([CH3:20])=[CH:16][CH:15]=3)[CH:13]=2)=[O:7])[CH2:3]1.[OH-].[Li+].CO. (4) Given the product [ClH:1].[NH:2]1[CH2:7][CH2:6][CH:5]([C:8]2([C:9]([NH2:10])=[O:24])[CH2:18][CH2:17][CH2:16][CH2:15][CH2:14]2)[CH2:4][CH2:3]1, predict the reactants needed to synthesize it. The reactants are: [ClH:1].[N:2]1[CH:7]=[CH:6][C:5]([CH2:8][C:9]#[N:10])=[CH:4][CH:3]=1.[H-].[Na+].Br[CH2:14][CH2:15][CH2:16][CH2:17][CH2:18]Br.CN(C=[O:24])C. (5) Given the product [CH2:20]([O:19][C:8]1[CH:7]=[C:6]([CH2:4][OH:3])[CH:11]=[CH:10][C:9]=1[C:12]1[CH:13]=[CH:14][C:15]([F:18])=[CH:16][CH:17]=1)[CH3:21], predict the reactants needed to synthesize it. The reactants are: C([O:3][C:4]([C:6]1[CH:11]=[CH:10][C:9]([C:12]2[CH:17]=[CH:16][C:15]([F:18])=[CH:14][CH:13]=2)=[C:8]([O:19][CH2:20][CH3:21])[CH:7]=1)=O)C.[H-].C([Al+]CC(C)C)C(C)C. (6) Given the product [C:14]1([C:20]2([CH2:23][C:24](=[O:28])[C:25]([NH:1][C:2]3[CH:3]=[CH:4][C:5]4[C:10](=[O:11])[O:9][N:8]=[C:7]([CH3:12])[C:6]=4[CH:13]=3)=[O:26])[CH2:21][CH2:22]2)[CH:19]=[CH:18][CH:17]=[CH:16][CH:15]=1, predict the reactants needed to synthesize it. The reactants are: [NH2:1][C:2]1[CH:3]=[CH:4][C:5]2[C:10](=[O:11])[O:9][N:8]=[C:7]([CH3:12])[C:6]=2[CH:13]=1.[C:14]1([C:20]2([CH2:23][C:24](=[O:28])[C:25](O)=[O:26])[CH2:22][CH2:21]2)[CH:19]=[CH:18][CH:17]=[CH:16][CH:15]=1. (7) Given the product [OH:1][B:2]1[C:6]2[C:7]([CH2:11][CH2:12][CH2:13][CH2:14][C:15]([OH:17])=[O:16])=[CH:8][CH:9]=[CH:10][C:5]=2[CH2:4][O:3]1, predict the reactants needed to synthesize it. The reactants are: [OH:1][B:2]1[C:6]2[C:7](/[CH:11]=[CH:12]/[CH2:13][CH2:14][C:15]([OH:17])=[O:16])=[CH:8][CH:9]=[CH:10][C:5]=2[CH2:4][O:3]1.